From a dataset of TCR-epitope binding with 47,182 pairs between 192 epitopes and 23,139 TCRs. Binary Classification. Given a T-cell receptor sequence (or CDR3 region) and an epitope sequence, predict whether binding occurs between them. (1) The epitope is VLWAHGFEL. The TCR CDR3 sequence is CASSPDWGGGEQYF. Result: 1 (the TCR binds to the epitope). (2) The epitope is HTDFSSEIIGY. The TCR CDR3 sequence is CASSFGIAHPTDTQYF. Result: 0 (the TCR does not bind to the epitope). (3) The epitope is FLPRVFSAV. The TCR CDR3 sequence is CASSLELASAGELFF. Result: 1 (the TCR binds to the epitope). (4) The epitope is ATDALMTGY. The TCR CDR3 sequence is CASSPASSSFYEQYF. Result: 1 (the TCR binds to the epitope). (5) The epitope is YIFFASFYY. The TCR CDR3 sequence is CASAPFRGRNQPQHF. Result: 1 (the TCR binds to the epitope).